From a dataset of Forward reaction prediction with 1.9M reactions from USPTO patents (1976-2016). Predict the product of the given reaction. (1) Given the reactants C(OC([N:8]1[CH:17]([C:18](=[O:50])[NH:19][CH:20]([CH2:42][C:43]2[CH:48]=[CH:47][C:46]([Cl:49])=[CH:45][CH:44]=2)[C:21]([N:23]2[CH2:28][CH2:27][N:26]([CH:29]([C:35]3[CH:40]=[CH:39][CH:38]=[CH:37][C:36]=3[F:41])[CH2:30][NH:31][C:32](=[O:34])[CH3:33])[CH2:25][CH2:24]2)=[O:22])[CH2:16][C:15]2[C:10](=[CH:11][CH:12]=[CH:13][CH:14]=2)[CH2:9]1)=O)(C)(C)C.F[P-](F)(F)(F)(F)F.N1(OC(N(C)C)=[N+](C)C)C2N=CC=CC=2N=N1.C(N(CC)C(C)C)(C)C, predict the reaction product. The product is: [ClH:49].[C:32]([NH:31][CH2:30][CH:29]([N:26]1[CH2:27][CH2:28][N:23]([C:21](=[O:22])[CH:20]([NH:19][C:18]([CH:17]2[CH2:16][C:15]3[C:10](=[CH:11][CH:12]=[CH:13][CH:14]=3)[CH2:9][NH:8]2)=[O:50])[CH2:42][C:43]2[CH:48]=[CH:47][C:46]([Cl:49])=[CH:45][CH:44]=2)[CH2:24][CH2:25]1)[C:35]1[CH:40]=[CH:39][CH:38]=[CH:37][C:36]=1[F:41])(=[O:34])[CH3:33]. (2) The product is: [NH2:1][C:2]1[N:3]=[C:5]([NH:4][C:7]2[CH:8]=[CH:9][C:10]([N:13]3[CH2:14][CH2:15][N:16]([CH2:19][CH:20]4[CH2:22][CH2:21]4)[CH2:17][CH2:18]3)=[CH:11][CH:12]=2)[S:6][C:33]=1[C:32]([C:30]1[CH:29]=[CH:28][C:27]2[O:23][CH2:24][O:25][C:26]=2[CH:31]=1)=[O:35]. Given the reactants [N:1]#[C:2][NH2:3].[N:4]([C:7]1[CH:12]=[CH:11][C:10]([N:13]2[CH2:18][CH2:17][N:16]([CH2:19][CH:20]3[CH2:22][CH2:21]3)[CH2:15][CH2:14]2)=[CH:9][CH:8]=1)=[C:5]=[S:6].[O:23]1[C:27]2[CH:28]=[CH:29][C:30]([C:32](=[O:35])[CH2:33]Br)=[CH:31][C:26]=2[O:25][CH2:24]1, predict the reaction product. (3) The product is: [Cl:28][C:22]1[C:23]([Cl:27])=[CH:24][CH:25]=[CH:26][C:21]=1[S:18]([NH:17][C:13]1[C:12]([O:8][CH2:7][C:2]2[CH:3]=[CH:4][CH:5]=[CH:6][N:1]=2)=[N:11][CH:10]=[C:15]([Cl:16])[N:14]=1)(=[O:20])=[O:19]. Given the reactants [N:1]1[CH:6]=[CH:5][CH:4]=[CH:3][C:2]=1[CH2:7][OH:8].Br[C:10]1[N:11]=[CH:12][C:13]([NH:17][S:18]([C:21]2[CH:26]=[CH:25][CH:24]=[C:23]([Cl:27])[C:22]=2[Cl:28])(=[O:20])=[O:19])=[N:14][C:15]=1[Cl:16], predict the reaction product. (4) Given the reactants [F:1][C:2]1[CH:3]=[CH:4][C:5]([C:21]([N:23]2[CH2:28][CH2:27][O:26][CH2:25][CH2:24]2)=[O:22])=[C:6]2[C:10]=1[NH:9][C:8]1[C:11]([CH2:18][CH:19]=[O:20])([CH2:15][CH2:16][CH3:17])[O:12][CH2:13][CH2:14][C:7]2=1.O.[O-:30]Cl=O.[Na+].Cl, predict the reaction product. The product is: [F:1][C:2]1[CH:3]=[CH:4][C:5]([C:21]([N:23]2[CH2:24][CH2:25][O:26][CH2:27][CH2:28]2)=[O:22])=[C:6]2[C:10]=1[NH:9][C:8]1[C:11]([CH2:18][C:19]([OH:30])=[O:20])([CH2:15][CH2:16][CH3:17])[O:12][CH2:13][CH2:14][C:7]2=1. (5) Given the reactants [F:1][C:2]1[C:12]2[CH:11]=[CH:10][CH2:9][CH2:8][NH:7][C:6]=2[C:5]([N+:13]([O-])=O)=[CH:4][CH:3]=1, predict the reaction product. The product is: [F:1][C:2]1[C:12]2[CH2:11][CH2:10][CH2:9][CH2:8][NH:7][C:6]=2[C:5]([NH2:13])=[CH:4][CH:3]=1. (6) Given the reactants [CH3:1][N:2]([CH3:16])[C:3]1[S:4][C@H:5]2[O:11][C@H:10]([CH2:12][OH:13])[C@@H:9]([OH:14])[C@H:8]([OH:15])[C@H:6]2[N:7]=1.C(N(CC)CC)C.[C:24]([Si:28](Cl)([CH3:30])[CH3:29])([CH3:27])([CH3:26])[CH3:25], predict the reaction product. The product is: [Si:28]([O:13][CH2:12][C@H:10]1[O:11][C@H:5]2[C@H:6]([N:7]=[C:3]([N:2]([CH3:16])[CH3:1])[S:4]2)[C@@H:8]([OH:15])[C@@H:9]1[OH:14])([C:24]([CH3:27])([CH3:26])[CH3:25])([CH3:30])[CH3:29]. (7) Given the reactants [F:1][C:2]1[C:3]([CH:18]=[N:19][C@H:20]([CH:24]([CH3:26])[CH3:25])[CH:21]([OH:23])[CH3:22])=[N:4][C:5]([C:8]2[CH:13]=[CH:12][C:11]([C:14]([F:17])([F:16])[F:15])=[CH:10][CH:9]=2)=[CH:6][CH:7]=1.[H][H], predict the reaction product. The product is: [F:1][C:2]1[C:3]([CH2:18][NH:19][C@H:20]([CH:24]([CH3:26])[CH3:25])[CH:21]([OH:23])[CH3:22])=[N:4][C:5]([C:8]2[CH:9]=[CH:10][C:11]([C:14]([F:17])([F:15])[F:16])=[CH:12][CH:13]=2)=[CH:6][CH:7]=1. (8) Given the reactants Cl[C:2]1[CH:10]=[CH:9][CH:8]=[C:7]2[C:3]=1[CH:4]=[C:5]([CH:11]([CH3:13])[CH3:12])[CH2:6]2.[CH3:14][C:15]1[CH:20]=[CH:19][CH:18]=[CH:17][C:16]=1[Mg]Br, predict the reaction product. The product is: [CH3:14][C:15]1[CH:20]=[CH:19][CH:18]=[CH:17][C:16]=1[C:2]1[CH:10]=[CH:9][CH:8]=[C:7]2[C:3]=1[CH:4]=[C:5]([CH:11]([CH3:13])[CH3:12])[CH2:6]2. (9) The product is: [CH2:35]([N:19]([CH2:17][CH3:18])[CH2:20][CH2:21][CH2:22][NH:23][C:24]([C:26]1[C:30]([CH3:31])=[C:29]([CH:32]=[C:11]2[C:10]3[C:14](=[CH:15][C:7]([C:1]4[CH:2]=[CH:3][CH:4]=[CH:5][CH:6]=4)=[CH:8][CH:9]=3)[NH:13][C:12]2=[O:16])[NH:28][C:27]=1[CH3:34])=[O:25])[CH3:36]. Given the reactants [C:1]1([C:7]2[CH:15]=[C:14]3[C:10]([CH2:11][C:12](=[O:16])[NH:13]3)=[CH:9][CH:8]=2)[CH:6]=[CH:5][CH:4]=[CH:3][CH:2]=1.[CH2:17]([N:19]([CH2:35][CH3:36])[CH2:20][CH2:21][CH2:22][NH:23][C:24]([C:26]1[C:30]([CH3:31])=[C:29]([CH:32]=O)[NH:28][C:27]=1[CH3:34])=[O:25])[CH3:18], predict the reaction product. (10) Given the reactants [CH:1]1([C:4]2[O:8][N:7]=[C:6]([C:9]3[C:14]([Cl:15])=[CH:13][CH:12]=[CH:11][C:10]=3[Cl:16])[C:5]=2[CH2:17][O:18][CH:19]2[CH2:28][CH2:27][C:22]3(OCC[O:23]3)[CH2:21][C:20]2([CH3:30])[CH3:29])[CH2:3][CH2:2]1.Cl, predict the reaction product. The product is: [CH:1]1([C:4]2[O:8][N:7]=[C:6]([C:9]3[C:10]([Cl:16])=[CH:11][CH:12]=[CH:13][C:14]=3[Cl:15])[C:5]=2[CH2:17][O:18][CH:19]2[CH2:28][CH2:27][C:22](=[O:23])[CH2:21][C:20]2([CH3:30])[CH3:29])[CH2:3][CH2:2]1.